Dataset: Reaction yield outcomes from USPTO patents with 853,638 reactions. Task: Predict the reaction yield, written as a fraction of the theoretical maximum amount of product (1.0 means a 100% yield; for example, 0.34 means a 34% yield). (1) The reactants are [C:1]([NH:5][C:6]([C:8]1[C:16]2[C:11](=[N:12][CH:13]=[C:14]([C:17]3[C:25]4[C:20](=[CH:21][CH:22]=[C:23]([O:26][CH:27]([F:29])[F:28])[CH:24]=4)[N:19]([CH2:30][CH2:31][CH2:32][N:33]4[CH2:36][CH:35]([C:37]#[N:38])[CH2:34]4)[N:18]=3)[N:15]=2)[N:10](COCC[Si](C)(C)C)[CH:9]=1)=[O:7])([CH3:4])([CH3:3])[CH3:2].C(O)(C(F)(F)F)=O. The catalyst is ClCCl. The product is [C:1]([NH:5][C:6]([C:8]1[C:16]2[C:11](=[N:12][CH:13]=[C:14]([C:17]3[C:25]4[C:20](=[CH:21][CH:22]=[C:23]([O:26][CH:27]([F:28])[F:29])[CH:24]=4)[N:19]([CH2:30][CH2:31][CH2:32][N:33]4[CH2:34][CH:35]([C:37]#[N:38])[CH2:36]4)[N:18]=3)[N:15]=2)[NH:10][CH:9]=1)=[O:7])([CH3:4])([CH3:2])[CH3:3]. The yield is 0.916. (2) The reactants are C([O:4][CH:5]([CH2:8][O:9][C:10]1[CH:15]=[CH:14][CH:13]=[CH:12][CH:11]=1)[CH2:6][OH:7])(=O)C.Cl[C:17]1[CH:22]=[CH:21][N:20]=[C:19]2[N:23]([CH2:27][C:28]3[CH:33]=[CH:32][C:31]([O:34][CH3:35])=[CH:30][CH:29]=3)[N:24]=[C:25]([I:26])[C:18]=12.C([O-])([O-])=O.[Cs+].[Cs+]. The catalyst is CN(C=O)C. The product is [I:26][C:25]1[C:18]2[C:19](=[N:20][CH:21]=[CH:22][C:17]=2[O:7][CH2:6][CH:5]([OH:4])[CH2:8][O:9][C:10]2[CH:11]=[CH:12][CH:13]=[CH:14][CH:15]=2)[N:23]([CH2:27][C:28]2[CH:33]=[CH:32][C:31]([O:34][CH3:35])=[CH:30][CH:29]=2)[N:24]=1. The yield is 0.420. (3) The reactants are [F:1][C:2]1[CH:3]=[C:4]([C:25](OCC)=[O:26])[C:5]2[C:6](=O)[CH:7]([C:18]3[N:22]([CH3:23])[N:21]=[CH:20][N:19]=3)[CH:8]([C:12]3[CH:17]=[CH:16][CH:15]=[CH:14][CH:13]=3)[NH:9][C:10]=2[CH:11]=1.O.[NH2:31][NH2:32]. The catalyst is CO. The product is [F:1][C:2]1[CH:11]=[C:10]2[NH:9][CH:8]([C:12]3[CH:13]=[CH:14][CH:15]=[CH:16][CH:17]=3)[CH:7]([C:18]3[N:22]([CH3:23])[N:21]=[CH:20][N:19]=3)[C:6]3=[N:31][NH:32][C:25](=[O:26])[C:4]([CH:3]=1)=[C:5]23. The yield is 0.240. (4) The reactants are FC(F)(F)S(O)(=O)=O.[Cl:9][C:10]1[CH:16]=[CH:15][C:13]([OH:14])=[CH:12][C:11]=1[OH:17].[Cl:18][CH2:19][CH2:20][C:21](O)=[O:22]. The catalyst is O. The product is [Cl:18][CH2:19][CH2:20][C:21]([C:15]1[CH:16]=[C:10]([Cl:9])[C:11]([OH:17])=[CH:12][C:13]=1[OH:14])=[O:22]. The yield is 0.984. (5) The reactants are [CH3:1][O:2][C:3]1[CH:12]=[CH:11][C:10]2[C:5](=[C:6]([CH:13]3[CH2:15][O:14]3)[CH:7]=[CH:8][CH:9]=2)[N:4]=1.[N-:16]=[N+:17]=[N-:18].[Na+]. The catalyst is O1CCOCC1.O. The product is [N:16]([CH:13]([C:6]1[CH:7]=[CH:8][CH:9]=[C:10]2[C:5]=1[N:4]=[C:3]([O:2][CH3:1])[CH:12]=[CH:11]2)[CH2:15][OH:14])=[N+:17]=[N-:18]. The yield is 0.440. (6) The reactants are O[CH2:2][C@@H:3]([NH:15][C:16](=[O:22])[O:17][C:18]([CH3:21])([CH3:20])[CH3:19])[CH2:4][C:5]1[CH:10]=[CH:9][CH:8]=[CH:7][C:6]=1[C:11]([F:14])([F:13])[F:12].C1(P(C2C=CC=CC=2)C2C=CC=CC=2)C=CC=CC=1.[C:42]1(=[O:52])[NH:46][C:45](=[O:47])[C:44]2=[CH:48][CH:49]=[CH:50][CH:51]=[C:43]12.N(C(OCC)=O)=NC(OCC)=O. The catalyst is C1COCC1. The product is [O:47]=[C:45]1[C:44]2[C:43](=[CH:51][CH:50]=[CH:49][CH:48]=2)[C:42](=[O:52])[N:46]1[CH2:2][C@@H:3]([NH:15][C:16](=[O:22])[O:17][C:18]([CH3:21])([CH3:20])[CH3:19])[CH2:4][C:5]1[CH:10]=[CH:9][CH:8]=[CH:7][C:6]=1[C:11]([F:14])([F:13])[F:12]. The yield is 0.540.